From a dataset of Reaction yield outcomes from USPTO patents with 853,638 reactions. Predict the reaction yield, written as a fraction of the theoretical maximum amount of product (1.0 means a 100% yield; for example, 0.34 means a 34% yield). The reactants are [C:1]([O:4][C@H:5]1[C@H:10]([O:11][C:12](=[O:14])[CH3:13])[C@H:9]([O:15][C:16](=[O:18])[CH3:17])[C@@H:8]([C:19]2[CH:24]=[CH:23][CH:22]=[C:21]([OH:25])[CH:20]=2)[O:7][C@@H:6]1[CH2:26][O:27][C:28](=[O:30])[CH3:29])(=[O:3])[CH3:2].[C:31]([O:34][CH2:35][C@@H:36]1[C@@H:41]([O:42][C:43](=[O:45])[CH3:44])[C@H:40]([O:46][C:47](=[O:49])[CH3:48])[C@H:39]([O:50][C:51](=[O:53])[CH3:52])[C@@H:38](OC(=O)C)[O:37]1)(=[O:33])[CH3:32].B(F)(F)F.CCOCC. The catalyst is C(Cl)Cl. The product is [C:28]([O:27][CH2:26][C@@H:6]1[C@@H:5]([O:4][C:1](=[O:3])[CH3:2])[C@H:10]([O:11][C:12](=[O:14])[CH3:13])[C@H:9]([O:15][C:16](=[O:18])[CH3:17])[C@@H:8]([C:19]2[CH:24]=[CH:23][CH:22]=[C:21]([O:25][C@@H:38]3[C@@H:39]([O:50][C:51](=[O:53])[CH3:52])[C@@H:40]([O:46][C:47](=[O:49])[CH3:48])[C@H:41]([O:42][C:43](=[O:45])[CH3:44])[C@@H:36]([CH2:35][O:34][C:31](=[O:33])[CH3:32])[O:37]3)[CH:20]=2)[O:7]1)(=[O:30])[CH3:29]. The yield is 0.731.